This data is from Full USPTO retrosynthesis dataset with 1.9M reactions from patents (1976-2016). The task is: Predict the reactants needed to synthesize the given product. Given the product [F:17][C:13]1[CH:12]=[C:11]([C:10]2[C:5]3[C:6](=[N:7][C:2]([NH:35][CH:32]4[CH2:33][CH2:34][N:29]([S:26]([CH3:25])(=[O:28])=[O:27])[CH2:30][CH2:31]4)=[N:3][CH:4]=3)[NH:8][N:9]=2)[CH:16]=[CH:15][CH:14]=1, predict the reactants needed to synthesize it. The reactants are: Cl[C:2]1[N:7]=[C:6]2[NH:8][N:9]=[C:10]([C:11]3[CH:16]=[CH:15][CH:14]=[C:13]([F:17])[CH:12]=3)[C:5]2=[CH:4][N:3]=1.FC(F)(F)C(O)=O.[CH3:25][S:26]([N:29]1[CH2:34][CH2:33][CH:32]([NH2:35])[CH2:31][CH2:30]1)(=[O:28])=[O:27].